Dataset: Full USPTO retrosynthesis dataset with 1.9M reactions from patents (1976-2016). Task: Predict the reactants needed to synthesize the given product. (1) Given the product [CH2:1]([N:3]1[CH:7]=[C:6]([NH:8][C:9]2[N:10]=[CH:11][C:12]3[N:17]=[N:16][N:15]([C:18]4[CH:23]=[CH:22][C:21]([C:24]([F:34])([CH3:26])[CH3:25])=[CH:20][CH:19]=4)[C:13]=3[N:14]=2)[CH:5]=[N:4]1)[CH3:2], predict the reactants needed to synthesize it. The reactants are: [CH2:1]([N:3]1[CH:7]=[C:6]([NH:8][C:9]2[N:10]=[CH:11][C:12]3[N:17]=[N:16][N:15]([C:18]4[CH:23]=[CH:22][C:21]([C:24](O)([CH3:26])[CH3:25])=[CH:20][CH:19]=4)[C:13]=3[N:14]=2)[CH:5]=[N:4]1)[CH3:2].C(N(S(F)(F)[F:34])CC)C. (2) Given the product [CH2:40]([O:39][C:38]([NH:37][C@H:36]1[CH2:35][O:34][C@@H:33]1[CH2:32][O:30][C:8]1[N:9]=[C:10]2[C:5](=[CH:6][CH:7]=1)[N:4]=[CH:3][C:2]([F:1])=[C:11]2[CH2:12][CH2:13][C:14]12[CH2:19][CH2:18][C:17]([NH:22][C:23](=[O:29])[O:24][C:25]([CH3:27])([CH3:26])[CH3:28])([CH2:20][CH2:21]1)[CH2:16][O:15]2)=[O:47])[C:41]1[CH:42]=[CH:43][CH:44]=[CH:45][CH:46]=1, predict the reactants needed to synthesize it. The reactants are: [F:1][C:2]1[CH:3]=[N:4][C:5]2[C:10]([C:11]=1[CH2:12][CH2:13][C:14]13[CH2:21][CH2:20][C:17]([NH:22][C:23](=[O:29])[O:24][C:25]([CH3:28])([CH3:27])[CH3:26])([CH2:18][CH2:19]1)[CH2:16][O:15]3)=[N:9][C:8]([OH:30])=[CH:7][CH:6]=2.Br[CH2:32][C@@H:33]1[C@@H:36]([NH:37][C:38](=[O:47])[O:39][CH2:40][C:41]2[CH:46]=[CH:45][CH:44]=[CH:43][CH:42]=2)[CH2:35][O:34]1. (3) Given the product [CH3:16][S:14]([C:12]1[S:13][C:6]2[C:7](=[N:8][CH:9]=[CH:10][C:5]=2[O:4][C:3]2[CH:17]=[CH:18][C:19]([NH2:21])=[CH:20][C:2]=2[F:1])[CH:11]=1)=[O:15], predict the reactants needed to synthesize it. The reactants are: [F:1][C:2]1[CH:20]=[C:19]([N+:21]([O-])=O)[CH:18]=[CH:17][C:3]=1[O:4][C:5]1[CH:10]=[CH:9][N:8]=[C:7]2[CH:11]=[C:12]([S:14]([CH3:16])=[O:15])[S:13][C:6]=12. (4) Given the product [CH3:8][C@@H:9]([O:13][C:14]1[N:22]=[C:21]2[C:17]([N:18]=[C:19]([O:23][CH3:24])[N:20]2[CH2:27][CH2:28][CH2:29][CH2:30][CH:31]2[CH2:36][CH2:35][CH2:34][CH2:33][O:32]2)=[C:16]([NH2:25])[N:15]=1)[CH2:10][CH2:11][CH3:12], predict the reactants needed to synthesize it. The reactants are: FC(F)(F)C(O)=O.[CH3:8][C@@H:9]([O:13][C:14]1[NH:15][C:16]([NH2:25])=[C:17]2[C:21]([N:22]=1)=[N:20][C:19]([O:23][CH3:24])=[N:18]2)[CH2:10][CH2:11][CH3:12].Br[CH2:27][CH2:28][CH2:29][CH2:30][CH:31]1[CH2:36][CH2:35][CH2:34][CH2:33][O:32]1. (5) Given the product [C:1]([O:7][C:8]1[CH:9]=[C:10]2[C:14](=[C:15]([NH2:17])[CH:16]=1)[NH:13][C:12]([C:20]1[S:21][CH:22]([CH:25]([O:26][CH3:27])[O:28][CH3:29])[CH2:23][N:24]=1)=[CH:11]2)(=[O:6])[C:2]([CH3:5])([CH3:4])[CH3:3], predict the reactants needed to synthesize it. The reactants are: [C:1]([O:7][C:8]1[CH:9]=[C:10]2[C:14](=[C:15]([N+:17]([O-])=O)[CH:16]=1)[NH:13][C:12]([C:20]1[S:21][CH:22]([CH:25]([O:28][CH3:29])[O:26][CH3:27])[CH2:23][N:24]=1)=[CH:11]2)(=[O:6])[C:2]([CH3:5])([CH3:4])[CH3:3].O.[Cl-].[Ca+2].[Cl-].C(=O)([O-])O.[Na+]. (6) Given the product [NH2:1][C:2]1[N:3]=[C:4]([S:16][CH2:17][C:18]2[CH:23]=[CH:22][CH:21]=[CH:20][CH:19]=2)[C:5]([C:14]#[N:15])=[C:6]([C:8]2[CH:13]=[CH:12][CH:11]=[CH:10][CH:9]=2)[N:7]=1, predict the reactants needed to synthesize it. The reactants are: [NH2:1][C:2]1[NH:3][C:4](=[S:16])[C:5]([C:14]#[N:15])=[C:6]([C:8]2[CH:13]=[CH:12][CH:11]=[CH:10][CH:9]=2)[N:7]=1.[CH2:17](Br)[C:18]1[CH:23]=[CH:22][CH:21]=[CH:20][CH:19]=1.CC[O-].[Na+]. (7) Given the product [CH3:14][C@H:9]1[CH2:10][O:11][CH2:12][CH2:13][N:8]1[C:6]1[CH:5]=[C:4]([C:15]([S:18]([CH3:21])(=[O:20])=[O:19])([CH3:17])[CH3:16])[N:3]=[C:2]([C:39]2[S:38][C:37]([NH2:29])=[N:41][CH:40]=2)[N:7]=1, predict the reactants needed to synthesize it. The reactants are: Cl[C:2]1[N:7]=[C:6]([N:8]2[CH2:13][CH2:12][O:11][CH2:10][C@@H:9]2[CH3:14])[CH:5]=[C:4]([C:15]([S:18]([CH3:21])(=[O:20])=[O:19])([CH3:17])[CH3:16])[N:3]=1.CC(OC([N:29]([C:37]1[S:38][C:39]([Sn](CCCC)(CCCC)CCCC)=[CH:40][N:41]=1)C(=O)OC(C)(C)C)=O)(C)C.